This data is from Reaction yield outcomes from USPTO patents with 853,638 reactions. The task is: Predict the reaction yield, written as a fraction of the theoretical maximum amount of product (1.0 means a 100% yield; for example, 0.34 means a 34% yield). (1) The reactants are [Cl:1][C:2]1[CH:3]=[CH:4][C:5]([S:9][CH3:10])=[C:6]([CH:8]=1)[NH2:7].[Cl:11][C:12]1[CH:17]=[CH:16][C:15]([S:18](Cl)(=[O:20])=[O:19])=[C:14]([F:22])[CH:13]=1. No catalyst specified. The product is [Cl:11][C:12]1[CH:17]=[CH:16][C:15]([S:18]([NH:7][C:6]2[CH:8]=[C:2]([Cl:1])[CH:3]=[CH:4][C:5]=2[S:9][CH3:10])(=[O:19])=[O:20])=[C:14]([F:22])[CH:13]=1. The yield is 0.660. (2) The reactants are Cl.[CH3:2][N:3]([CH3:10])[CH2:4][CH:5]=[CH:6][C:7](O)=[O:8].C(Cl)(=O)C(Cl)=O.N#N.[NH2:19][C:20]1[N:28]=[CH:27][N:26]=[C:25]2[C:21]=1[N:22]([C:37]1[CH:42]=[CH:41][C:40]([O:43][C:44]3[CH:49]=[CH:48][CH:47]=[CH:46][CH:45]=3)=[CH:39][CH:38]=1)[C:23](=[O:36])[N:24]2[C:29]1[CH:34]=[CH:33][CH:32]=[C:31]([NH2:35])[CH:30]=1. The catalyst is CN(C=O)C.CC#N.C(Cl)Cl. The product is [NH2:19][C:20]1[N:28]=[CH:27][N:26]=[C:25]2[C:21]=1[N:22]([C:37]1[CH:42]=[CH:41][C:40]([O:43][C:44]3[CH:45]=[CH:46][CH:47]=[CH:48][CH:49]=3)=[CH:39][CH:38]=1)[C:23](=[O:36])[N:24]2[C:29]1[CH:30]=[C:31]([NH:35][C:7](=[O:8])/[CH:6]=[CH:5]/[CH2:4][N:3]([CH3:10])[CH3:2])[CH:32]=[CH:33][CH:34]=1. The yield is 0.480. (3) The reactants are [H-].[Na+].[CH3:3][C:4]1([CH3:11])[O:8][CH:7]([CH2:9][OH:10])[CH2:6][O:5]1.Br[C:13]1[N:18]=[C:17]([C:19]([OH:21])=[O:20])[CH:16]=[CH:15][CH:14]=1.O. The catalyst is C1COCC1. The product is [CH3:3][C:4]1([CH3:11])[O:8][CH:7]([CH2:9][O:10][C:13]2[N:18]=[C:17]([C:19]([OH:21])=[O:20])[CH:16]=[CH:15][CH:14]=2)[CH2:6][O:5]1. The yield is 0.660. (4) The reactants are BrC1C=C([C:8]([NH2:25])([C:20]2[NH:21][CH:22]=[CH:23][N:24]=2)[C:9]2[CH:14]=[CH:13][C:12]([O:15][C:16]([F:19])([F:18])[F:17])=[CH:11][CH:10]=2)C=CC=1.N#[C:27][Br:28].[C:29](#[N:31])C. The yield is 0.380. No catalyst specified. The product is [Br:28][C:27]1[CH:11]=[CH:10][CH:9]=[CH:8][C:20]=1[C:23]1[N:24]2[C:29]([NH2:31])=[N:25][CH:8]([C:9]3[CH:10]=[CH:11][C:12]([O:15][C:16]([F:17])([F:18])[F:19])=[CH:13][CH:14]=3)[C:20]2=[N:21][CH:22]=1. (5) The reactants are [N:1]1([C:7]([O:9][C:10]([CH3:13])([CH3:12])[CH3:11])=[O:8])[CH2:6][CH2:5][NH:4][CH2:3][CH2:2]1.[N+:14]([C:17]1[CH:24]=[CH:23][C:20]([CH2:21]Br)=[CH:19][CH:18]=1)([O-:16])=[O:15].C(=O)([O-])[O-].[K+].[K+]. The catalyst is CN(C)C=O. The product is [N+:14]([C:17]1[CH:24]=[CH:23][C:20]([CH2:21][N:4]2[CH2:5][CH2:6][N:1]([C:7]([O:9][C:10]([CH3:13])([CH3:12])[CH3:11])=[O:8])[CH2:2][CH2:3]2)=[CH:19][CH:18]=1)([O-:16])=[O:15]. The yield is 0.950. (6) The reactants are [CH2:1]([N:8]1[CH2:12][CH:11]([C:13]2[CH:18]=[CH:17][C:16]([F:19])=[CH:15][CH:14]=2)[CH:10]([NH2:20])[CH2:9]1)[C:2]1[CH:7]=[CH:6][CH:5]=[CH:4][CH:3]=1.[CH:21](=O)[CH3:22].C(O[BH-](OC(=O)C)OC(=O)C)(=O)C.[Na+].C([O-])([O-])=O.[Na+].[Na+]. The catalyst is C1COCC1.C(OCC)(=O)C.O.C(O)(=O)C. The product is [CH2:1]([N:8]1[CH2:12][C@@H:11]([C:13]2[CH:14]=[CH:15][C:16]([F:19])=[CH:17][CH:18]=2)[C@H:10]([NH:20][CH2:21][CH3:22])[CH2:9]1)[C:2]1[CH:3]=[CH:4][CH:5]=[CH:6][CH:7]=1. The yield is 0.440.